From a dataset of Merck oncology drug combination screen with 23,052 pairs across 39 cell lines. Regression. Given two drug SMILES strings and cell line genomic features, predict the synergy score measuring deviation from expected non-interaction effect. (1) Cell line: NCIH2122. Synergy scores: synergy=-18.7. Drug 2: NC1CCCCC1N.O=C(O)C(=O)O.[Pt+2]. Drug 1: NC1(c2ccc(-c3nc4ccn5c(=O)[nH]nc5c4cc3-c3ccccc3)cc2)CCC1. (2) Drug 1: CN1C(=O)C=CC2(C)C3CCC4(C)C(NC(=O)OCC(F)(F)F)CCC4C3CCC12. Drug 2: O=C(NOCC(O)CO)c1ccc(F)c(F)c1Nc1ccc(I)cc1F. Cell line: A427. Synergy scores: synergy=12.3. (3) Drug 1: Cc1nc(Nc2ncc(C(=O)Nc3c(C)cccc3Cl)s2)cc(N2CCN(CCO)CC2)n1. Drug 2: CCC1(O)C(=O)OCc2c1cc1n(c2=O)Cc2cc3c(CN(C)C)c(O)ccc3nc2-1. Cell line: UACC62. Synergy scores: synergy=-14.0. (4) Drug 1: N#Cc1ccc(Cn2cncc2CN2CCN(c3cccc(Cl)c3)C(=O)C2)cc1. Drug 2: COc1cc(C2c3cc4c(cc3C(OC3OC5COC(C)OC5C(O)C3O)C3COC(=O)C23)OCO4)cc(OC)c1O. Cell line: UACC62. Synergy scores: synergy=-1.26.